The task is: Predict the reactants needed to synthesize the given product.. This data is from Full USPTO retrosynthesis dataset with 1.9M reactions from patents (1976-2016). Given the product [CH3:11][N:8]1[C:9]2[CH:10]=[C:2]([N:34]3[CH2:35][CH2:36][N:31]([CH2:23][CH2:24][C:25]4[CH:26]=[CH:27][CH:28]=[CH:29][CH:30]=4)[CH2:32][C:33]3=[O:37])[CH:3]=[CH:4][C:5]=2[C:6]2[CH2:15][N:14]([C:16]([O:18][C:19]([CH3:22])([CH3:21])[CH3:20])=[O:17])[CH2:13][CH2:12][C:7]1=2, predict the reactants needed to synthesize it. The reactants are: Br[C:2]1[CH:3]=[CH:4][C:5]2[C:6]3[CH2:15][N:14]([C:16]([O:18][C:19]([CH3:22])([CH3:21])[CH3:20])=[O:17])[CH2:13][CH2:12][C:7]=3[N:8]([CH3:11])[C:9]=2[CH:10]=1.[CH2:23]([N:31]1[CH2:36][CH2:35][NH:34][C:33](=[O:37])[CH2:32]1)[CH2:24][C:25]1[CH:30]=[CH:29][CH:28]=[CH:27][CH:26]=1.